Dataset: Forward reaction prediction with 1.9M reactions from USPTO patents (1976-2016). Task: Predict the product of the given reaction. (1) Given the reactants C(N(CC)CC)C.Cl.[CH3:9][O:10][C:11](=[O:19])[C@H:12]([CH2:14][C:15]([O:17][CH3:18])=[O:16])[NH2:13].[CH:20]([C:22]1[CH:23]=[C:24]([CH:28]=[CH:29][CH:30]=1)[C:25](Cl)=[O:26])=[O:21], predict the reaction product. The product is: [CH3:9][O:10][C:11](=[O:19])[CH:12]([NH:13][C:25](=[O:26])[C:24]1[CH:28]=[CH:29][CH:30]=[C:22]([CH:20]=[O:21])[CH:23]=1)[CH2:14][C:15]([O:17][CH3:18])=[O:16]. (2) The product is: [NH2:1][C:4]1[CH:5]=[CH:6][C:7]2[N:12]([CH2:13][CH2:14][N:15]3[CH2:16][CH2:17][CH2:18][CH2:19]3)[C:11](=[O:20])[CH2:10][O:9][C:8]=2[CH:21]=1. Given the reactants [N+:1]([C:4]1[CH:5]=[CH:6][C:7]2[N:12]([CH2:13][CH2:14][N:15]3[CH2:19][CH2:18][CH2:17][CH2:16]3)[C:11](=[O:20])[CH2:10][O:9][C:8]=2[CH:21]=1)([O-])=O, predict the reaction product. (3) Given the reactants [CH3:1][O:2][C:3]1[CH:8]=[CH:7][C:6]([C:9]2[CH:14]=[CH:13][C:12]([S:15](=[O:18])(=[O:17])[NH2:16])=[CH:11][CH:10]=2)=[CH:5][C:4]=1[CH2:19][NH:20][CH:21]1[CH2:26][CH2:25][CH:24]([N:27]([CH3:35])[C:28](=[O:34])[O:29][C:30]([CH3:33])([CH3:32])[CH3:31])[CH2:23][CH2:22]1.[Cl:36][C:37]1[C:38]2[C:48]([F:49])=[CH:47][CH:46]=[C:45]([F:50])[C:39]=2[S:40][C:41]=1[C:42](Cl)=[O:43], predict the reaction product. The product is: [Cl:36][C:37]1[C:38]2[C:48]([F:49])=[CH:47][CH:46]=[C:45]([F:50])[C:39]=2[S:40][C:41]=1[C:42]([N:20]([CH2:19][C:4]1[CH:5]=[C:6]([C:9]2[CH:10]=[CH:11][C:12]([S:15](=[O:17])(=[O:18])[NH2:16])=[CH:13][CH:14]=2)[CH:7]=[CH:8][C:3]=1[O:2][CH3:1])[CH:21]1[CH2:22][CH2:23][CH:24]([N:27]([CH3:35])[C:28](=[O:34])[O:29][C:30]([CH3:32])([CH3:31])[CH3:33])[CH2:25][CH2:26]1)=[O:43]. (4) Given the reactants Br[CH2:2][C:3]([C:5]1[CH:10]=[C:9]([C:11]([CH3:14])([CH3:13])[CH3:12])[C:8]([OH:15])=[C:7]([C:16]([CH3:19])([CH3:18])[CH3:17])[CH:6]=1)=[O:4].[OH-].[K+].[N:22]1[N:23]([C:31]2[CH:36]=[C:35]([CH3:37])[CH:34]=[CH:33][C:32]=2[O-:38])[N:24]=[C:25]2[CH:30]=[CH:29][CH:28]=[CH:27][C:26]=12, predict the reaction product. The product is: [N:22]1[N:23]([C:31]2[CH:36]=[C:35]([CH3:37])[CH:34]=[CH:33][C:32]=2[O:38][CH2:2][C:3]([C:5]2[CH:10]=[C:9]([C:11]([CH3:14])([CH3:13])[CH3:12])[C:8]([OH:15])=[C:7]([C:16]([CH3:19])([CH3:18])[CH3:17])[CH:6]=2)=[O:4])[N:24]=[C:25]2[CH:30]=[CH:29][CH:28]=[CH:27][C:26]=12. (5) The product is: [CH2:1]([O:8][C:9]([NH:11][C:12]1[C:13]([C:23]([OH:25])=[O:24])=[N:14][C:15]2[C:20]([CH:21]=1)=[CH:19][CH:18]=[C:17]([Br:22])[CH:16]=2)=[O:10])[C:2]1[CH:7]=[CH:6][CH:5]=[CH:4][CH:3]=1. Given the reactants [CH2:1]([O:8][C:9]([NH:11][C:12]1[C:13]([C:23]([O:25]CC)=[O:24])=[N:14][C:15]2[C:20]([CH:21]=1)=[CH:19][CH:18]=[C:17]([Br:22])[CH:16]=2)=[O:10])[C:2]1[CH:7]=[CH:6][CH:5]=[CH:4][CH:3]=1.[O-]P([O-])([O-])=O.[K+].[K+].[K+].O1CCOCC1.CC(O)=O, predict the reaction product. (6) Given the reactants [NH2:1][C:2]1[C:3]2[C:10](I)=[CH:9][N:8]([C@H:12]3[C@:16]([CH3:18])([OH:17])[CH:15]([OH:19])[CH:14]([CH2:20][OH:21])[O:13]3)[C:4]=2[N:5]=[CH:6][N:7]=1.[CH3:22][NH:23][C:24]([C:26]1[S:27][C:28](B2OC(C)(C)C(C)(C)O2)=[CH:29][CH:30]=1)=[O:25].CC([O-])=O.[K+], predict the reaction product. The product is: [NH2:1][C:2]1[C:3]2[C:10]([C:28]3[S:27][C:26]([C:24]([NH:23][CH3:22])=[O:25])=[CH:30][CH:29]=3)=[CH:9][N:8]([C@H:12]3[C@@:16]([OH:17])([CH3:18])[CH:15]([OH:19])[CH:14]([CH2:20][OH:21])[O:13]3)[C:4]=2[N:5]=[CH:6][N:7]=1.